From a dataset of Forward reaction prediction with 1.9M reactions from USPTO patents (1976-2016). Predict the product of the given reaction. (1) Given the reactants C[O:2][C:3]([C:5]1[S:21][C:8]2=[CH:9][N:10]=[CH:11][C:12]([NH:13][C:14]3[CH:19]=[CH:18][C:17]([Br:20])=[CH:16][CH:15]=3)=[C:7]2[C:6]=1[CH3:22])=O.[NH3:23].CO, predict the reaction product. The product is: [Br:20][C:17]1[CH:18]=[CH:19][C:14]([NH:13][C:12]2[CH:11]=[N:10][CH:9]=[C:8]3[S:21][C:5]([C:3]([NH2:23])=[O:2])=[C:6]([CH3:22])[C:7]=23)=[CH:15][CH:16]=1. (2) The product is: [OH:15][C:14]1[N:1]([C:3]2[CH:8]=[C:7]([C:9]#[N:10])[CH:6]=[CH:5][N:4]=2)[N:2]=[C:12]([CH2:19][CH2:20][CH3:21])[CH:13]=1. Given the reactants [NH:1]([C:3]1[CH:8]=[C:7]([C:9]#[N:10])[CH:6]=[CH:5][N:4]=1)[NH2:2].O=[C:12]([CH2:19][CH2:20][CH3:21])[CH2:13][C:14](OCC)=[O:15], predict the reaction product. (3) Given the reactants [Br-].[O:2]1[C:6]2[CH:7]=[CH:8][C:9]([CH2:11][P+](C3C=CC=CC=3)(C3C=CC=CC=3)C3C=CC=CC=3)=[CH:10][C:5]=2[O:4][CH2:3]1.[Li]CCCC.[CH:36]([C:39]1[CH:40]=[C:41]([CH:45]([CH3:49])[CH2:46][CH:47]=O)[CH:42]=[CH:43][CH:44]=1)([CH3:38])[CH3:37].O, predict the reaction product. The product is: [CH:36]([C:39]1[CH:40]=[C:41]([CH:45]([CH3:49])[CH2:46][CH:47]=[CH:11][C:9]2[CH:8]=[CH:7][C:6]3[O:2][CH2:3][O:4][C:5]=3[CH:10]=2)[CH:42]=[CH:43][CH:44]=1)([CH3:38])[CH3:37]. (4) Given the reactants [N:1]1[N:2]([C:6]2[CH:7]=[C:8]([NH:12][C:13]3[C:14]([C:29]#[N:30])=[N:15][CH:16]=[C:17]([NH:19][C@@H:20]4[CH2:25][CH2:24][CH2:23][C:22]([F:27])([F:26])[C@@H:21]4[NH2:28])[N:18]=3)[CH:9]=[CH:10][CH:11]=2)[N:3]=[CH:4][CH:5]=1.[OH-].[Na+].OO.CC(O)=[O:37], predict the reaction product. The product is: [N:1]1[N:2]([C:6]2[CH:7]=[C:8]([NH:12][C:13]3[C:14]([C:29]([NH2:30])=[O:37])=[N:15][CH:16]=[C:17]([NH:19][C@@H:20]4[CH2:25][CH2:24][CH2:23][C:22]([F:27])([F:26])[C@@H:21]4[NH2:28])[N:18]=3)[CH:9]=[CH:10][CH:11]=2)[N:3]=[CH:4][CH:5]=1. (5) Given the reactants [C:1]([S:3][NH-])#[N:2].[C:5]([CH2:13][C:14](=O)[C:15]1[CH:20]=[CH:19][CH:18]=[CH:17][CH:16]=1)(=O)[C:6]1[CH:11]=[CH:10][CH:9]=[CH:8][CH:7]=1.[CH2:22]([N:24](CC)CC)[CH3:23], predict the reaction product. The product is: [C:6]1([C:5]2[CH:13]=[C:14]([C:15]3[CH:20]=[CH:19][CH:18]=[CH:17][CH:16]=3)[NH:2][C:1](=[S:3])[C:23]=2[C:22]#[N:24])[CH:11]=[CH:10][CH:9]=[CH:8][CH:7]=1.